From a dataset of Catalyst prediction with 721,799 reactions and 888 catalyst types from USPTO. Predict which catalyst facilitates the given reaction. (1) Reactant: I[CH2:2][C:3]1[CH:4]=[C:5]([NH:9][C:10](=[O:16])[O:11][C:12]([CH3:15])([CH3:14])[CH3:13])[CH:6]=[CH:7][CH:8]=1.[Cl:17][C:18]1[C:23]([O:24][CH3:25])=[CH:22][C:21]([O:26][CH3:27])=[C:20]([Cl:28])[C:19]=1[C:29]1[C:40](=[O:41])[NH:39][C:32]2[N:33]=[C:34]([S:37][CH3:38])[N:35]=[CH:36][C:31]=2[CH:30]=1.C(=O)([O-])[O-].[K+].[K+]. Product: [Cl:17][C:18]1[C:23]([O:24][CH3:25])=[CH:22][C:21]([O:26][CH3:27])=[C:20]([Cl:28])[C:19]=1[C:29]1[C:40](=[O:41])[N:39]([CH2:2][C:3]2[CH:4]=[C:5]([NH:9][C:10](=[O:16])[O:11][C:12]([CH3:15])([CH3:14])[CH3:13])[CH:6]=[CH:7][CH:8]=2)[C:32]2[N:33]=[C:34]([S:37][CH3:38])[N:35]=[CH:36][C:31]=2[CH:30]=1. The catalyst class is: 21. (2) Reactant: [F:1][C:2]([F:23])([CH:6]([NH:13][CH2:14][C:15]1[CH:20]=[CH:19][C:18]([O:21][CH3:22])=[CH:17][CH:16]=1)[C:7]1[CH:12]=[CH:11][CH:10]=[CH:9][CH:8]=1)[C:3]([NH2:5])=O. Product: [F:1][C:2]([F:23])([CH2:3][NH2:5])[CH:6]([C:7]1[CH:12]=[CH:11][CH:10]=[CH:9][CH:8]=1)[NH:13][CH2:14][C:15]1[CH:16]=[CH:17][C:18]([O:21][CH3:22])=[CH:19][CH:20]=1. The catalyst class is: 1. (3) Reactant: [N:1]1([C:6]2[CH:21]=[CH:20][C:9]([CH:10]=[C:11]([C:16](=[O:19])[CH2:17][CH3:18])[C:12]([O:14][CH3:15])=[O:13])=[CH:8][CH:7]=2)[CH:5]=[CH:4][CH:3]=[N:2]1.C(OCC)(=O)C. Product: [N:1]1([C:6]2[CH:7]=[CH:8][C:9]([CH2:10][CH:11]([C:16](=[O:19])[CH2:17][CH3:18])[C:12]([O:14][CH3:15])=[O:13])=[CH:20][CH:21]=2)[CH:5]=[CH:4][CH:3]=[N:2]1. The catalyst class is: 63. (4) Reactant: [Cl:1][C:2]1[C:7]([C:8]2[CH:13]=[CH:12][CH:11]=[C:10]([CH3:14])[CH:9]=2)=[C:6]([C@:15]([C@@H:25]2[CH2:30][CH2:29][CH2:28][N:27](C(OC(C)(C)C)=O)[CH2:26]2)([OH:24])[CH2:16][CH2:17][CH2:18][NH:19][C:20]([O:22][CH3:23])=[O:21])[CH:5]=[CH:4][CH:3]=1.Cl. Product: [Cl:1][C:2]1[C:7]([C:8]2[CH:13]=[CH:12][CH:11]=[C:10]([CH3:14])[CH:9]=2)=[C:6]([C@@:15]([OH:24])([CH:25]2[CH2:30][CH2:29][CH2:28][NH:27][CH2:26]2)[CH2:16][CH2:17][CH2:18][NH:19][C:20](=[O:21])[O:22][CH3:23])[CH:5]=[CH:4][CH:3]=1. The catalyst class is: 23. (5) Reactant: C[O:2][C@:3]1([CH2:12][OH:13])[O:7][C@H:6]([CH2:8][OH:9])[C@@H:5]([OH:10])[C@@H:4]1[OH:11]. Product: [O:9]=[CH:8][C@H:6]([C@H:5]([C@@H:4]([C@@H:3]([CH2:12][OH:13])[OH:2])[OH:11])[OH:10])[OH:7]. The catalyst class is: 5. (6) Reactant: C(OC([N:8]1[CH2:13][CH2:12][CH:11]([O:14][C:15]2[CH:20]=[CH:19][C:18]([C:21]3[S:25][C:24]4=[N:26][CH:27]=[C:28]([C:29]5[CH:30]=[N:31][C:32]([NH2:35])=[N:33][CH:34]=5)[N:23]4[N:22]=3)=[CH:17][C:16]=2[O:36][CH3:37])[CH2:10][CH2:9]1)=O)(C)(C)C.[ClH:38].O1CCOCC1. Product: [CH3:37][O:36][C:16]1[CH:17]=[C:18]([C:21]2[S:25][C:24]3=[N:26][CH:27]=[C:28]([C:29]4[CH:34]=[N:33][C:32]([NH2:35])=[N:31][CH:30]=4)[N:23]3[N:22]=2)[CH:19]=[CH:20][C:15]=1[O:14][CH:11]1[CH2:12][CH2:13][NH:8][CH2:9][CH2:10]1.[ClH:38]. The catalyst class is: 61.